Regression. Given two drug SMILES strings and cell line genomic features, predict the synergy score measuring deviation from expected non-interaction effect. From a dataset of NCI-60 drug combinations with 297,098 pairs across 59 cell lines. (1) Drug 1: C#CCC(CC1=CN=C2C(=N1)C(=NC(=N2)N)N)C3=CC=C(C=C3)C(=O)NC(CCC(=O)O)C(=O)O. Drug 2: C(CCl)NC(=O)N(CCCl)N=O. Cell line: ACHN. Synergy scores: CSS=-2.15, Synergy_ZIP=-0.498, Synergy_Bliss=-4.83, Synergy_Loewe=-2.50, Synergy_HSA=-5.40. (2) Drug 1: C1CCC(CC1)NC(=O)N(CCCl)N=O. Drug 2: C(CC(=O)O)C(=O)CN.Cl. Cell line: OVCAR3. Synergy scores: CSS=6.09, Synergy_ZIP=-6.37, Synergy_Bliss=-3.56, Synergy_Loewe=-4.19, Synergy_HSA=-3.11. (3) Drug 2: C1=C(C(=O)NC(=O)N1)F. Cell line: MALME-3M. Drug 1: CC1C(C(CC(O1)OC2CC(CC3=C2C(=C4C(=C3O)C(=O)C5=C(C4=O)C(=CC=C5)OC)O)(C(=O)CO)O)N)O.Cl. Synergy scores: CSS=17.9, Synergy_ZIP=-2.35, Synergy_Bliss=-0.811, Synergy_Loewe=-1.93, Synergy_HSA=-1.68. (4) Drug 1: CN1CCC(CC1)COC2=C(C=C3C(=C2)N=CN=C3NC4=C(C=C(C=C4)Br)F)OC. Drug 2: C1=CN(C(=O)N=C1N)C2C(C(C(O2)CO)O)O.Cl. Cell line: CCRF-CEM. Synergy scores: CSS=62.3, Synergy_ZIP=0.0186, Synergy_Bliss=-0.271, Synergy_Loewe=-22.6, Synergy_HSA=0.0584. (5) Drug 1: CC12CCC3C(C1CCC2=O)CC(=C)C4=CC(=O)C=CC34C. Drug 2: CCC(=C(C1=CC=CC=C1)C2=CC=C(C=C2)OCCN(C)C)C3=CC=CC=C3.C(C(=O)O)C(CC(=O)O)(C(=O)O)O. Cell line: NCI-H322M. Synergy scores: CSS=14.3, Synergy_ZIP=-0.927, Synergy_Bliss=4.73, Synergy_Loewe=4.38, Synergy_HSA=4.40. (6) Drug 1: C1CC(=O)NC(=O)C1N2CC3=C(C2=O)C=CC=C3N. Drug 2: CC(C)CN1C=NC2=C1C3=CC=CC=C3N=C2N. Cell line: UACC62. Synergy scores: CSS=2.57, Synergy_ZIP=0.210, Synergy_Bliss=3.58, Synergy_Loewe=1.32, Synergy_HSA=1.35.